This data is from Full USPTO retrosynthesis dataset with 1.9M reactions from patents (1976-2016). The task is: Predict the reactants needed to synthesize the given product. (1) Given the product [CH2:1]([O:3][C:4]([C:6]1[N:7]=[N:8][S:9][C:10]=1[NH:11][C:17]([O:16][C:12]([CH3:15])([CH3:14])[CH3:13])=[O:18])=[O:5])[CH3:2], predict the reactants needed to synthesize it. The reactants are: [CH2:1]([O:3][C:4]([C:6]1[N:7]=[N:8][S:9][C:10]=1[NH2:11])=[O:5])[CH3:2].[C:12]([O:16][C:17](O[C:17]([O:16][C:12]([CH3:15])([CH3:14])[CH3:13])=[O:18])=[O:18])([CH3:15])([CH3:14])[CH3:13]. (2) Given the product [CH2:72]([O:71][C:67]1[CH:66]=[C:65]([N:1]2[CH2:5][CH2:4][C:3]3([CH2:10][CH:9]4[CH2:11][N:6]3[CH2:7][CH2:8]4)[CH2:2]2)[CH:70]=[N:69][CH:68]=1)[CH3:73], predict the reactants needed to synthesize it. The reactants are: [NH:1]1[CH2:5][CH2:4][C:3]2([CH2:10][CH:9]3[CH2:11][N:6]2[CH2:7][CH2:8]3)[CH2:2]1.C1(P(C2C=CC=CC=2)C2C=CC3C(=CC=CC=3)C=2C2C3C(=CC=CC=3)C=CC=2P(C2C=CC=CC=2)C2C=CC=CC=2)C=CC=CC=1.CC(C)([O-])C.[K+].Br[C:65]1[CH:66]=[C:67]([O:71][CH2:72][CH3:73])[CH:68]=[N:69][CH:70]=1. (3) Given the product [C:27]1([CH:22]([C:16]2[CH:17]=[CH:18][CH:19]=[CH:20][CH:21]=2)[CH2:23][CH:24]=[O:25])[CH:28]=[CH:29][CH:30]=[CH:31][CH:32]=1, predict the reactants needed to synthesize it. The reactants are: CC1NC(C)CN(CC2CCNCC2)C1.[C:16]1([CH:22]([C:27]2[CH:32]=[CH:31][CH:30]=[CH:29][CH:28]=2)[CH2:23][C:24](O)=[O:25])[CH:21]=[CH:20][CH:19]=[CH:18][CH:17]=1.C(Cl)CCl. (4) Given the product [CH:1]1([C:4]2[N:5]=[C:6]3[C:11]([O:12][CH2:13][C:14]4[C:15]([F:21])=[CH:16][CH:17]=[CH:18][C:19]=4[F:20])=[CH:10][C:9]([CH3:22])=[CH:8][N:7]3[C:23]=2[C:24]([OH:26])=[O:25])[CH2:3][CH2:2]1, predict the reactants needed to synthesize it. The reactants are: [CH:1]1([C:4]2[N:5]=[C:6]3[C:11]([O:12][CH2:13][C:14]4[C:19]([F:20])=[CH:18][CH:17]=[CH:16][C:15]=4[F:21])=[CH:10][C:9]([CH3:22])=[CH:8][N:7]3[C:23]=2[C:24]([O:26]CC)=[O:25])[CH2:3][CH2:2]1.[OH-].[Li+].Cl. (5) The reactants are: F[C:2]1[CH:7]=[CH:6][C:5]([F:8])=[CH:4][C:3]=1[C:9](=[O:11])[CH3:10].[NH:12]1[CH:16]=[CH:15][N:14]=[N:13]1.C(=O)([O-])[O-].[K+].[K+].O. Given the product [F:8][C:5]1[CH:6]=[CH:7][C:2]([N:13]2[N:14]=[CH:15][CH:16]=[N:12]2)=[C:3]([C:9](=[O:11])[CH3:10])[CH:4]=1, predict the reactants needed to synthesize it. (6) Given the product [F:41][C:42]1[C:43]([CH2:58][NH:59][C:38]([CH:33]2[N:32]([C:30]([O:29][C:25]([CH3:26])([CH3:27])[CH3:28])=[O:31])[CH2:37][CH:36]3[CH:34]2[CH2:35]3)=[O:40])=[CH:44][C:45]([C:48]2[CH:53]=[N:52][C:51]([C:54]([F:56])([F:57])[F:55])=[N:50][CH:49]=2)=[N:46][CH:47]=1, predict the reactants needed to synthesize it. The reactants are: CN(C(ON1N=NC2C=CC=NC1=2)=[N+](C)C)C.F[P-](F)(F)(F)(F)F.[C:25]([O:29][C:30]([N:32]1[CH2:37][CH:36]2[CH:34]([CH2:35]2)[CH:33]1[C:38]([OH:40])=O)=[O:31])([CH3:28])([CH3:27])[CH3:26].[F:41][C:42]1[C:43]([CH2:58][NH2:59])=[CH:44][C:45]([C:48]2[CH:49]=[N:50][C:51]([C:54]([F:57])([F:56])[F:55])=[N:52][CH:53]=2)=[N:46][CH:47]=1.CCN(C(C)C)C(C)C.